From a dataset of Peptide-MHC class II binding affinity with 134,281 pairs from IEDB. Regression. Given a peptide amino acid sequence and an MHC pseudo amino acid sequence, predict their binding affinity value. This is MHC class II binding data. (1) The peptide sequence is VPLEVKREACPGTSV. The MHC is DRB3_0202 with pseudo-sequence DRB3_0202. The binding affinity (normalized) is 0. (2) The peptide sequence is KEVSGVKGFTLGRDG. The MHC is DRB1_1301 with pseudo-sequence DRB1_1301. The binding affinity (normalized) is 0.344. (3) The binding affinity (normalized) is 0.0766. The peptide sequence is PRGGPGRSYAADAGY. The MHC is HLA-DPA10201-DPB10501 with pseudo-sequence HLA-DPA10201-DPB10501. (4) The binding affinity (normalized) is 0. The peptide sequence is PTIGVGGNFAGGGFG. The MHC is HLA-DQA10101-DQB10501 with pseudo-sequence HLA-DQA10101-DQB10501. (5) The peptide sequence is SQDILLAPLLSAGIF. The MHC is DRB1_0301 with pseudo-sequence DRB1_0301. The binding affinity (normalized) is 0.689. (6) The peptide sequence is RVNPEEFEKKWKTDM. The MHC is DRB1_0101 with pseudo-sequence DRB1_0101. The binding affinity (normalized) is 0.0569. (7) The peptide sequence is AGLTHMMIWHSNLND. The MHC is DRB5_0101 with pseudo-sequence DRB5_0101. The binding affinity (normalized) is 0.165. (8) The peptide sequence is GIAQSASVLSFMDKG. The MHC is DRB1_0301 with pseudo-sequence DRB1_0301. The binding affinity (normalized) is 0.607. (9) The peptide sequence is EGKQSLTKLAAAWGG. The MHC is DRB1_1302 with pseudo-sequence DRB1_1302. The binding affinity (normalized) is 0. (10) The peptide sequence is NDKPFQNVNRITYGA. The MHC is DRB1_0301 with pseudo-sequence DRB1_0301. The binding affinity (normalized) is 0.0257.